From a dataset of Catalyst prediction with 721,799 reactions and 888 catalyst types from USPTO. Predict which catalyst facilitates the given reaction. (1) Reactant: C(OC(=O)[NH:10][CH:11]([C:17]1[CH:22]=[CH:21][C:20]([F:23])=[C:19]([O:24][C:25]2[CH:30]=[CH:29][CH:28]=[CH:27][CH:26]=2)[C:18]=1[F:31])[C:12]1[NH:13][CH2:14][CH2:15][N:16]=1)C1C=CC=CC=1.[BrH:33]. Product: [BrH:33].[BrH:33].[F:31][C:18]1[C:19]([O:24][C:25]2[CH:26]=[CH:27][CH:28]=[CH:29][CH:30]=2)=[C:20]([F:23])[CH:21]=[CH:22][C:17]=1[CH:11]([NH2:10])[C:12]1[NH:16][CH2:15][CH2:14][N:13]=1. The catalyst class is: 15. (2) Reactant: CC(OC(/N=N/C(OC(C)C)=O)=O)C.C1C=CC(P(C2C=CC=CC=2)C2C=CC=CC=2)=CC=1.[Cl:34][C:35]1[CH:40]=[C:39]([B:41]2[O:45][C:44]([CH3:47])([CH3:46])[C:43]([CH3:49])([CH3:48])[O:42]2)[CH:38]=[CH:37][C:36]=1[OH:50].[CH3:51][N:52]1[CH2:57][CH2:56][CH:55](O)[CH2:54][CH2:53]1. Product: [Cl:34][C:35]1[CH:40]=[C:39]([B:41]2[O:45][C:44]([CH3:46])([CH3:47])[C:43]([CH3:49])([CH3:48])[O:42]2)[CH:38]=[CH:37][C:36]=1[O:50][CH:55]1[CH2:56][CH2:57][N:52]([CH3:51])[CH2:53][CH2:54]1. The catalyst class is: 2. (3) Reactant: [OH:1][CH2:2][CH2:3][O:4][C:5]1[CH:6]=[C:7]2[C:12](=[CH:13][CH:14]=1)[NH:11][C:10](=[O:15])[CH2:9][CH2:8]2.N1C=CC=CC=1.[CH3:22][C:23]1[CH:28]=[CH:27][C:26]([S:29](Cl)(=[O:31])=[O:30])=[CH:25][CH:24]=1. Product: [CH3:22][C:23]1[CH:28]=[CH:27][C:26]([S:29]([O:1][CH2:2][CH2:3][O:4][C:5]2[CH:6]=[C:7]3[C:12](=[CH:13][CH:14]=2)[NH:11][C:10](=[O:15])[CH2:9][CH2:8]3)(=[O:31])=[O:30])=[CH:25][CH:24]=1. The catalyst class is: 91. (4) Reactant: [CH3:1][C:2]1[CH:3]=[C:4](O)[N:5]([C:7]2[CH:12]=[CH:11][CH:10]=[CH:9][CH:8]=2)[N:6]=1.P(Cl)(Cl)([Cl:16])=O.[C:19](=[O:22])([O-])O.[Na+]. Product: [Cl:16][C:4]1[N:5]([C:7]2[CH:12]=[CH:11][CH:10]=[CH:9][CH:8]=2)[N:6]=[C:2]([CH3:1])[C:3]=1[CH:19]=[O:22]. The catalyst class is: 9. (5) Product: [CH3:32][Si:31]([CH3:33])([CH3:34])[CH2:30][CH2:29][O:28][CH2:27][N:24]1[C:20]2[N:21]=[CH:22][N:23]=[C:18]([C:16]3[CH:15]=[N:14][N:13]([C@@H:10]4[CH2:9][CH2:8][C@H:7]([CH2:6][S:35][C:36]#[N:37])[CH2:12][CH2:11]4)[CH:17]=3)[C:19]=2[CH:26]=[CH:25]1. The catalyst class is: 16. Reactant: CS(O[CH2:6][C@H:7]1[CH2:12][CH2:11][C@@H:10]([N:13]2[CH:17]=[C:16]([C:18]3[C:19]4[CH:26]=[CH:25][N:24]([CH2:27][O:28][CH2:29][CH2:30][Si:31]([CH3:34])([CH3:33])[CH3:32])[C:20]=4[N:21]=[CH:22][N:23]=3)[CH:15]=[N:14]2)[CH2:9][CH2:8]1)(=O)=O.[S-:35][C:36]#[N:37].[K+]. (6) Reactant: [BH4-].[Na+].[N+:3]([C:6]1[CH:11]=[CH:10][C:9]([N:12]2[CH:16]=[CH:15][N:14]=[C:13]2[CH:17]=[O:18])=[CH:8][CH:7]=1)([O-:5])=[O:4].O. Product: [N+:3]([C:6]1[CH:7]=[CH:8][C:9]([N:12]2[CH:16]=[CH:15][N:14]=[C:13]2[CH2:17][OH:18])=[CH:10][CH:11]=1)([O-:5])=[O:4]. The catalyst class is: 100.